From a dataset of Reaction yield outcomes from USPTO patents with 853,638 reactions. Predict the reaction yield, written as a fraction of the theoretical maximum amount of product (1.0 means a 100% yield; for example, 0.34 means a 34% yield). (1) The product is [CH:28]1([N:27]2[C:9]3[C:8](=[CH:13][N:12]=[C:11]4[N:14]([S:17]([C:20]5[CH:21]=[CH:22][C:23]([CH3:24])=[CH:25][CH:26]=5)(=[O:19])=[O:18])[CH:15]=[CH:16][C:10]4=3)[CH2:7][CH2:6][CH2:2]2)[CH2:33][CH2:32][CH2:31][CH2:30][CH2:29]1. The yield is 0.750. The reactants are O1CCO[CH:2]1[CH2:6][CH2:7][C:8]1[CH:13]=[N:12][C:11]2[N:14]([S:17]([C:20]3[CH:26]=[CH:25][C:23]([CH3:24])=[CH:22][CH:21]=3)(=[O:19])=[O:18])[CH:15]=[CH:16][C:10]=2[C:9]=1[NH:27][CH:28]1[CH2:33][CH2:32][CH2:31][CH2:30][CH2:29]1.Cl.[BH4-].[Na+]. The catalyst is CCO. (2) The catalyst is C(#N)C. The yield is 0.820. The reactants are [C:1]([O:5][C:6]([N:8]1[CH2:13][CH2:12][CH:11]([C:14]2[N:15]([CH2:27][CH2:28][N:29](CC3C=CC=CC=3)[CH3:30])[CH:16]=[C:17]([C:19]3[CH:24]=[CH:23][C:22]([F:25])=[C:21]([F:26])[CH:20]=3)[N:18]=2)[CH2:10][CH2:9]1)=[O:7])([CH3:4])([CH3:3])[CH3:2].Cl[C:39]([O:41][CH2:42][C:43]1[CH:48]=[CH:47][CH:46]=[CH:45][CH:44]=1)=[O:40]. The product is [C:1]([O:5][C:6]([N:8]1[CH2:13][CH2:12][CH:11]([C:14]2[N:15]([CH2:27][CH2:28][N:29]([C:39]([O:41][CH2:42][C:43]3[CH:48]=[CH:47][CH:46]=[CH:45][CH:44]=3)=[O:40])[CH3:30])[CH:16]=[C:17]([C:19]3[CH:24]=[CH:23][C:22]([F:25])=[C:21]([F:26])[CH:20]=3)[N:18]=2)[CH2:10][CH2:9]1)=[O:7])([CH3:4])([CH3:3])[CH3:2]. (3) The reactants are [N:1]1([C:7]2[C:8]3[N:22]=[N:21][N:20]([CH2:23][CH2:24][N:25]4[CH2:30][CH2:29][NH:28][CH2:27][CH2:26]4)[C:9]=3[N:10]=[C:11]([C:13]3[CH:14]=[C:15]([OH:19])[CH:16]=[CH:17][CH:18]=3)[N:12]=2)[CH2:6][CH2:5][O:4][CH2:3][CH2:2]1.CCN(CC)CC.[F:38][C:39]1[CH:47]=[CH:46][C:42]([C:43](Cl)=[O:44])=[CH:41][CH:40]=1. The catalyst is C1COCC1. The product is [F:38][C:39]1[CH:47]=[CH:46][C:42]([C:43]([N:28]2[CH2:27][CH2:26][N:25]([CH2:24][CH2:23][N:20]3[C:9]4[N:10]=[C:11]([C:13]5[CH:14]=[C:15]([OH:19])[CH:16]=[CH:17][CH:18]=5)[N:12]=[C:7]([N:1]5[CH2:2][CH2:3][O:4][CH2:5][CH2:6]5)[C:8]=4[N:22]=[N:21]3)[CH2:30][CH2:29]2)=[O:44])=[CH:41][CH:40]=1. The yield is 0.190. (4) The reactants are [F:1][C:2]1[CH:7]=[C:6]([N+:8]([O-])=O)[CH:5]=[CH:4][C:3]=1[N:11]1[C:15](C)=[N:14][CH:13]=[N:12]1.[CH3:17]O. The catalyst is [Pd]. The product is [F:1][C:2]1[CH:7]=[C:6]([CH:5]=[CH:4][C:3]=1[N:11]1[CH:15]=[N:14][C:13]([CH3:17])=[N:12]1)[NH2:8]. The yield is 0.930. (5) The reactants are [C:1]([NH:4][C:5]1[CH:10]=[C:9]([C:11]2[O:12][C:13]([C:25]3[CH:30]=[CH:29][CH:28]=[CH:27][C:26]=3[Cl:31])=[C:14]([C:16]([NH:18][CH2:19][CH:20]([O:23]C)OC)=O)[N:15]=2)[C:8]([CH3:32])=[CH:7][N:6]=1)(=[O:3])[CH3:2].CS(O)(=O)=O.O=P12OP3(OP(OP(O3)(O1)=O)(=O)O2)=O. The catalyst is O. The product is [Cl:31][C:26]1[CH:27]=[CH:28][CH:29]=[CH:30][C:25]=1[C:13]1[O:12][C:11]([C:9]2[C:8]([CH3:32])=[CH:7][N:6]=[C:5]([NH:4][C:1](=[O:3])[CH3:2])[CH:10]=2)=[N:15][C:14]=1[C:16]1[O:23][CH:20]=[CH:19][N:18]=1. The yield is 0.0200.